This data is from Forward reaction prediction with 1.9M reactions from USPTO patents (1976-2016). The task is: Predict the product of the given reaction. (1) Given the reactants C([N:8]1[CH2:14][C:13]([CH2:18][C:19]2[CH:24]=[CH:23][CH:22]=[CH:21][CH:20]=2)([N+:15]([O-])=O)[CH2:12][N:11](CC2C=CC=CC=2)[CH2:10][CH2:9]1)C1C=CC=CC=1.C([O-])=O.[NH4+].CCOC(C)=O, predict the reaction product. The product is: [CH2:18]([C:13]1([NH2:15])[CH2:14][NH:8][CH2:9][CH2:10][NH:11][CH2:12]1)[C:19]1[CH:20]=[CH:21][CH:22]=[CH:23][CH:24]=1. (2) Given the reactants [H-].[Na+].[C:3]([O:7][C:8]([N:10]1[CH2:15][CH2:14][NH:13][C:12](=[O:16])[CH2:11]1)=[O:9])([CH3:6])([CH3:5])[CH3:4].Br[CH2:18][CH2:19][CH:20]=[CH2:21], predict the reaction product. The product is: [C:3]([O:7][C:8]([N:10]1[CH2:15][CH2:14][N:13]([CH2:21][CH2:20][CH:19]=[CH2:18])[C:12](=[O:16])[CH2:11]1)=[O:9])([CH3:6])([CH3:4])[CH3:5]. (3) Given the reactants [CH:1]([O:4][C:5]1[CH:6]=[C:7]([CH:10]=[CH:11][C:12]=1[O:13][CH3:14])[CH:8]=[O:9])([CH3:3])[CH3:2].[I:15]I, predict the reaction product. The product is: [I:15][C:10]1[CH:11]=[C:12]([O:13][CH3:14])[C:5]([O:4][CH:1]([CH3:3])[CH3:2])=[CH:6][C:7]=1[CH:8]=[O:9]. (4) Given the reactants Br[C:2]1[CH:3]=[C:4]2[C:10]([NH:11][C:12]([C:14]3[CH:15]=[N:16][N:17]([CH2:19][C:20]4[CH:25]=[CH:24][CH:23]=[CH:22][CH:21]=4)[CH:18]=3)=[O:13])=[CH:9][NH:8][C:5]2=[N:6][CH:7]=1.[NH:26]1[CH2:31][CH2:30][CH2:29][CH2:28][CH2:27]1.C1(P(C2CCCCC2)C2C=CC=CC=2C2C(OC(C)C)=CC=CC=2OC(C)C)CCCCC1.C[Si]([N-][Si](C)(C)C)(C)C.[Li+].C1COCC1, predict the reaction product. The product is: [N:26]1([C:2]2[CH:3]=[C:4]3[C:10]([NH:11][C:12]([C:14]4[CH:15]=[N:16][N:17]([CH2:19][C:20]5[CH:25]=[CH:24][CH:23]=[CH:22][CH:21]=5)[CH:18]=4)=[O:13])=[CH:9][NH:8][C:5]3=[N:6][CH:7]=2)[CH2:31][CH2:30][CH2:29][CH2:28][CH2:27]1. (5) Given the reactants [NH2:1][NH:2][C:3]([NH2:5])=[S:4].[NH:6]1[C:16]2[C:11](=[CH:12][CH:13]=[CH:14][CH:15]=2)[C:9](=O)[C:7]1=O, predict the reaction product. The product is: [N:1]1[NH:2][C:3](=[S:4])[N:5]=[C:7]2[C:9]=1[C:11]1[CH:12]=[CH:13][CH:14]=[CH:15][C:16]=1[NH:6]2.